From a dataset of Catalyst prediction with 721,799 reactions and 888 catalyst types from USPTO. Predict which catalyst facilitates the given reaction. (1) Reactant: [CH2:1]([C:3]1[N:16]([C@@H:17]2[C:25]3[C:20](=[CH:21][C:22]([C:26]4[CH:31]=[CH:30][CH:29]=[CH:28][C:27]=4[C:32]4[N:36](C(C5C=CC=CC=5)(C5C=CC=CC=5)C5C=CC=CC=5)[N:35]=[N:34][N:33]=4)=[CH:23][CH:24]=3)[CH2:19][CH2:18]2)[C:6]2=[N:7][C:8]([CH2:12][C:13](=[O:15])[CH3:14])=[CH:9][C:10]([CH3:11])=[C:5]2[N:4]=1)[CH3:2]. Product: [NH:36]1[C:32]([C:27]2[CH:28]=[CH:29][CH:30]=[CH:31][C:26]=2[C:22]2[CH:21]=[C:20]3[C:25](=[CH:24][CH:23]=2)[C@@H:17]([N:16]2[C:6]4=[N:7][C:8]([CH2:12][C:13](=[O:15])[CH3:14])=[CH:9][C:10]([CH3:11])=[C:5]4[N:4]=[C:3]2[CH2:1][CH3:2])[CH2:18][CH2:19]3)=[N:33][N:34]=[N:35]1. The catalyst class is: 5. (2) Reactant: [F:1][C:2]([F:14])([F:13])[C:3]1([C:10]([OH:12])=[O:11])[CH2:8][CH:7]2[CH2:9][CH:4]1[CH:5]=[CH:6]2. Product: [F:1][C:2]([F:13])([F:14])[C:3]1([C:10]([OH:12])=[O:11])[CH2:8][CH:7]2[CH2:9][CH:4]1[CH2:5][CH2:6]2. The catalyst class is: 787.